This data is from Reaction yield outcomes from USPTO patents with 853,638 reactions. The task is: Predict the reaction yield, written as a fraction of the theoretical maximum amount of product (1.0 means a 100% yield; for example, 0.34 means a 34% yield). (1) The reactants are C([O:4][CH2:5][C:6]1[C:7]([N:39]2[CH2:51][CH2:50][N:42]3[C:43]4[CH2:44][CH2:45][CH2:46][CH2:47][C:48]=4[CH:49]=[C:41]3[C:40]2=[O:52])=[N:8][CH:9]=[CH:10][C:11]=1[C:12]1[CH:17]=[C:16]([NH:18][C:19]2[CH:24]=[CH:23][C:22]([N:25]3[CH2:30][CH2:29][N:28]([CH:31]4[CH2:34][O:33][CH2:32]4)[CH2:27][C:26]3([CH3:36])[CH3:35])=[CH:21][N:20]=2)[C:15](=[O:37])[N:14]([CH3:38])[CH:13]=1)(=O)C.[OH-].[Li+].C(O)(C)C.C1COCC1. The catalyst is O. The product is [CH3:35][C:26]1([CH3:36])[CH2:27][N:28]([CH:31]2[CH2:34][O:33][CH2:32]2)[CH2:29][CH2:30][N:25]1[C:22]1[CH:23]=[CH:24][C:19]([NH:18][C:16]2[C:15](=[O:37])[N:14]([CH3:38])[CH:13]=[C:12]([C:11]3[CH:10]=[CH:9][N:8]=[C:7]([N:39]4[CH2:51][CH2:50][N:42]5[C:43]6[CH2:44][CH2:45][CH2:46][CH2:47][C:48]=6[CH:49]=[C:41]5[C:40]4=[O:52])[C:6]=3[CH2:5][OH:4])[CH:17]=2)=[N:20][CH:21]=1. The yield is 0.460. (2) The reactants are Br[C:2]1[CH:3]=[CH:4][C:5]2[N:9]=[C:8]([C@@H:10]3[CH2:14][CH2:13][CH2:12][N:11]3[C:15]([O:17][C:18]([CH3:21])([CH3:20])[CH3:19])=[O:16])[NH:7][C:6]=2[CH:22]=1.[B:23]1([B:23]2[O:27][C:26]([CH3:29])([CH3:28])[C:25]([CH3:31])([CH3:30])[O:24]2)[O:27][C:26]([CH3:29])([CH3:28])[C:25]([CH3:31])([CH3:30])[O:24]1.C([O-])(=O)C.[K+]. The catalyst is O1CCOCC1.C1C=CC([P]([Pd]([P](C2C=CC=CC=2)(C2C=CC=CC=2)C2C=CC=CC=2)([P](C2C=CC=CC=2)(C2C=CC=CC=2)C2C=CC=CC=2)[P](C2C=CC=CC=2)(C2C=CC=CC=2)C2C=CC=CC=2)(C2C=CC=CC=2)C2C=CC=CC=2)=CC=1. The product is [CH3:30][C:25]1([CH3:31])[C:26]([CH3:29])([CH3:28])[O:27][B:23]([C:2]2[CH:3]=[CH:4][C:5]3[N:9]=[C:8]([C@@H:10]4[CH2:14][CH2:13][CH2:12][N:11]4[C:15]([O:17][C:18]([CH3:21])([CH3:20])[CH3:19])=[O:16])[NH:7][C:6]=3[CH:22]=2)[O:24]1. The yield is 0.550. (3) The reactants are [H-].[Na+].[CH3:3][C:4]([C:6]1[CH:11]=[CH:10][CH:9]=[C:8]([Cl:12])[CH:7]=1)=[O:5].[C:13](OCC)(=[O:19])[C:14]([O:16][CH2:17][CH3:18])=[O:15].Cl. The catalyst is CN(C=O)C.CC(=O)OCC. The product is [CH2:17]([O:16][C:14](=[O:15])[C:13](=[O:19])[CH2:3][C:4]([C:6]1[CH:11]=[CH:10][CH:9]=[C:8]([Cl:12])[CH:7]=1)=[O:5])[CH3:18]. The yield is 0.670. (4) The reactants are [Br:1][C:2]1[CH:10]=[CH:9][C:5]([C:6]([OH:8])=O)=[C:4]([N:11]([C:15](=[O:22])[CH2:16][C:17]([O:19][CH2:20][CH3:21])=[O:18])[CH:12]([CH3:14])[CH3:13])[CH:3]=1.C(N(CC)CC)C.S(Cl)(Cl)=O. The catalyst is ClCCCl.C(Cl)Cl. The product is [Br:1][C:2]1[CH:3]=[C:4]2[C:5]([C:6](=[O:8])[CH:16]([C:17]([O:19][CH2:20][CH3:21])=[O:18])[C:15](=[O:22])[N:11]2[CH:12]([CH3:14])[CH3:13])=[CH:9][CH:10]=1. The yield is 0.520. (5) The reactants are S(Cl)(Cl)=O.[NH2:5][C@H:6]1[CH2:11][CH2:10][CH2:9][C@H:8]([C:12]([OH:14])=[O:13])[CH2:7]1.[CH3:15]O. No catalyst specified. The product is [NH2:5][C@H:6]1[CH2:11][CH2:10][CH2:9][C@H:8]([C:12]([O:14][CH3:15])=[O:13])[CH2:7]1. The yield is 0.909. (6) The reactants are C[O-].[Na+].[F:4][C:5]1[CH:10]=[CH:9][C:8]([C:11]2[O:12][C:13]3[CH:23]=[CH:22][C:21]([C:24]4[CH:25]=[C:26]([CH:31]=[CH:32][CH:33]=4)[C:27](OC)=[O:28])=[CH:20][C:14]=3[C:15]=2[C:16](=[O:19])[NH:17][CH3:18])=[CH:7][CH:6]=1.O/[N:35]=[C:36](\[NH2:43])/[C:37]1[CH:42]=[CH:41][CH:40]=[CH:39][CH:38]=1. The catalyst is CCO. The product is [F:4][C:5]1[CH:6]=[CH:7][C:8]([C:11]2[O:12][C:13]3[CH:23]=[CH:22][C:21]([C:24]4[CH:33]=[CH:32][CH:31]=[C:26]([C:27]5[O:28][N:43]=[C:36]([C:37]6[CH:42]=[CH:41][CH:40]=[CH:39][CH:38]=6)[N:35]=5)[CH:25]=4)=[CH:20][C:14]=3[C:15]=2[C:16]([NH:17][CH3:18])=[O:19])=[CH:9][CH:10]=1. The yield is 0.140.